Dataset: Forward reaction prediction with 1.9M reactions from USPTO patents (1976-2016). Task: Predict the product of the given reaction. Given the reactants N1([CH2:5][S:6]([NH2:9])(=[O:8])=[O:7])CCC1.[CH2:10]([Li])[CH2:11][CH2:12]C.[C:15]([O:23]C)(=O)[C:16]1[CH:21]=[CH:20][CH:19]=[CH:18][CH:17]=1.C(=O)=O, predict the reaction product. The product is: [N:9]1([S:6]([CH2:5][C:15]([C:16]2[CH:17]=[CH:18][CH:19]=[CH:20][CH:21]=2)=[O:23])(=[O:8])=[O:7])[CH2:12][CH2:11][CH2:10]1.